Dataset: Catalyst prediction with 721,799 reactions and 888 catalyst types from USPTO. Task: Predict which catalyst facilitates the given reaction. (1) Reactant: [C:1]([NH:5][C:6]([C:8]1[CH:12]=[C:11]([C:13]2[CH:18]=[CH:17][CH:16]=[CH:15][N:14]=2)[N:10]([C:19]2[S:20][C:21](S(CC)=O)=[N:22][N:23]=2)[N:9]=1)=O)([CH3:4])([CH3:3])[CH3:2].[OH-:28].[Na+].[OH2:30].[CH:31](Cl)(Cl)Cl. Product: [C:1]([NH:5][C:6]([C:8]1[CH:12]=[C:11]([C:13]2[CH:18]=[CH:17][CH:16]=[CH:15][N:14]=2)[N:10]([C:19]2[S:20][C:21]([O:30][CH3:31])=[N:22][N:23]=2)[N:9]=1)=[O:28])([CH3:4])([CH3:2])[CH3:3]. The catalyst class is: 111. (2) The catalyst class is: 58. Reactant: [OH:1][C@@H:2]1[CH2:6][CH2:5][N:4]([C:7]2[CH:12]=[CH:11][C:10]([N:13]3[CH2:17][C@H:16]([CH2:18][O:19][C:20]4[CH:24]=[CH:23][O:22][N:21]=4)[O:15][C:14]3=[O:25])=[CH:9][C:8]=2[F:26])[CH2:3]1.C(N(CC)CC)C. Product: [O:1]=[C:2]1[CH2:6][CH2:5][N:4]([C:7]2[CH:12]=[CH:11][C:10]([N:13]3[CH2:17][C@H:16]([CH2:18][O:19][C:20]4[CH:24]=[CH:23][O:22][N:21]=4)[O:15][C:14]3=[O:25])=[CH:9][C:8]=2[F:26])[CH2:3]1.